Dataset: Full USPTO retrosynthesis dataset with 1.9M reactions from patents (1976-2016). Task: Predict the reactants needed to synthesize the given product. (1) Given the product [NH2:7][C:8]1[CH:9]=[CH:10][C:11]([C:14]2[C:22]([F:23])=[C:21]3[C:17]([C:18]([NH2:24])=[N:19][NH:20]3)=[CH:16][CH:15]=2)=[CH:12][CH:13]=1, predict the reactants needed to synthesize it. The reactants are: C(OC(=O)[NH:7][C:8]1[CH:13]=[CH:12][C:11]([C:14]2[C:22]([F:23])=[C:21]3[C:17]([C:18]([NH2:24])=[N:19][NH:20]3)=[CH:16][CH:15]=2)=[CH:10][CH:9]=1)(C)(C)C.FC(F)(F)C(O)=O.[OH-].[Na+]. (2) The reactants are: [Cl:1][C:2]1[N:7]=[CH:6][C:5]([C:8](=O)[CH2:9][CH2:10][CH2:11][C:12]([O:14]C)=O)=[CH:4][CH:3]=1.[BH3-]C#[N:19].[Na+]. Given the product [Cl:1][C:2]1[N:7]=[CH:6][C:5]([CH:8]2[NH:19][C:12](=[O:14])[CH2:11][CH2:10][CH2:9]2)=[CH:4][CH:3]=1, predict the reactants needed to synthesize it. (3) Given the product [F:1][C:2]([F:6])([F:5])[CH2:3][S:4][CH2:10][C:11](=[O:13])[CH3:12], predict the reactants needed to synthesize it. The reactants are: [F:1][C:2]([F:6])([F:5])[CH2:3][SH:4].[H-].[Na+].Cl[CH2:10][C:11](=[O:13])[CH3:12]. (4) Given the product [CH3:1][O:2][C:3](=[O:16])[C:4]1[CH:9]=[C:8]([CH2:10][CH2:11][CH3:12])[C:7]([O:13][S:27]([C:26]([F:39])([F:38])[F:25])(=[O:29])=[O:28])=[C:6]([O:14][CH3:15])[CH:5]=1, predict the reactants needed to synthesize it. The reactants are: [CH3:1][O:2][C:3](=[O:16])[C:4]1[CH:9]=[C:8]([CH2:10][CH2:11][CH3:12])[C:7]([OH:13])=[C:6]([O:14][CH3:15])[CH:5]=1.N1C(C)=CC=CC=1C.[F:25][C:26]([F:39])([F:38])[S:27](O[S:27]([C:26]([F:39])([F:38])[F:25])(=[O:29])=[O:28])(=[O:29])=[O:28].Cl. (5) Given the product [CH3:5][O:6][C:7]([C:9]1[N:10]([CH2:4][CH:3]=[CH2:2])[CH:11]=[C:12]([C:24](=[O:34])[NH:25][CH2:26][C:27]2[CH:32]=[CH:31][C:30]([F:33])=[CH:29][CH:28]=2)[C:13](=[O:23])[C:14]=1[O:15][CH2:16][C:17]1[CH:18]=[CH:19][CH:20]=[CH:21][CH:22]=1)=[O:8], predict the reactants needed to synthesize it. The reactants are: Br[CH2:2][CH:3]=[CH2:4].[CH3:5][O:6][C:7]([C:9]1[C:14]([O:15][CH2:16][C:17]2[CH:22]=[CH:21][CH:20]=[CH:19][CH:18]=2)=[C:13]([OH:23])[C:12]([C:24](=[O:34])[NH:25][CH2:26][C:27]2[CH:32]=[CH:31][C:30]([F:33])=[CH:29][CH:28]=2)=[CH:11][N:10]=1)=[O:8].C(=O)([O-])[O-].[Cs+].[Cs+].[Cl-].[NH4+]. (6) Given the product [C:1]([O:5][C:6]([N:8]1[CH2:12][CH2:11][C@H:10]([NH:13][C:19]2[CH:18]=[CH:17][C:16]([O:22][CH3:23])=[C:15]([Cl:14])[CH:20]=2)[CH2:9]1)=[O:7])([CH3:4])([CH3:2])[CH3:3], predict the reactants needed to synthesize it. The reactants are: [C:1]([O:5][C:6]([N:8]1[CH2:12][CH2:11][C@H:10]([NH2:13])[CH2:9]1)=[O:7])([CH3:4])([CH3:3])[CH3:2].[Cl:14][C:15]1[C:20](Br)=[CH:19][CH:18]=[CH:17][C:16]=1[O:22][CH3:23].C1C=CC(P(C2C(C3C(P(C4C=CC=CC=4)C4C=CC=CC=4)=CC=C4C=3C=CC=C4)=C3C(C=CC=C3)=CC=2)C2C=CC=CC=2)=CC=1.CC(C)([O-])C.[Na+]. (7) Given the product [Cl:1][C:2]1[CH:3]=[C:4]([C:14]([C:22]2[CH:27]=[CH:26][C:25]([CH2:28][N:29]3[CH2:33][CH2:32][CH2:31][CH2:30]3)=[C:24]([Cl:34])[CH:23]=2)([C:16]2[CH:21]=[CH:20][CH:19]=[CH:18][CH:17]=2)[N:39]2[C:40]3[C:45](=[CH:44][CH:43]=[C:42]([Cl:46])[CH:41]=3)[C:36]([NH2:35])=[CH:37][CH2:38]2)[CH:5]=[CH:6][C:7]=1[CH2:8][N:9]1[CH2:13][CH2:12][CH2:11][CH2:10]1, predict the reactants needed to synthesize it. The reactants are: [Cl:1][C:2]1[CH:3]=[C:4]([C:14]([C:22]2[CH:27]=[CH:26][C:25]([CH2:28][N:29]3[CH2:33][CH2:32][CH2:31][CH2:30]3)=[C:24]([Cl:34])[CH:23]=2)([C:16]2[CH:21]=[CH:20][CH:19]=[CH:18][CH:17]=2)O)[CH:5]=[CH:6][C:7]=1[CH2:8][N:9]1[CH2:13][CH2:12][CH2:11][CH2:10]1.[NH2:35][C:36]1[C:45]2[C:40](=[CH:41][C:42]([Cl:46])=[CH:43][CH:44]=2)[N:39]=[CH:38][CH:37]=1.